From a dataset of Forward reaction prediction with 1.9M reactions from USPTO patents (1976-2016). Predict the product of the given reaction. Given the reactants [NH2:1][CH2:2][CH:3]1[CH2:8][CH2:7][N:6]([C:9]2[C:14]([NH:15][C:16](=[O:24])[C:17]3[CH:22]=[CH:21][CH:20]=[C:19]([Cl:23])[CH:18]=3)=[CH:13][C:12]([S:25]([CH3:28])(=[O:27])=[O:26])=[CH:11][N:10]=2)[CH2:5][CH2:4]1.C(=O)([O-])[O-].[Na+].[Na+].[C:35]1([CH2:41][S:42](Cl)(=[O:44])=[O:43])[CH:40]=[CH:39][CH:38]=[CH:37][CH:36]=1, predict the reaction product. The product is: [CH2:41]([S:42]([NH:1][CH2:2][CH:3]1[CH2:4][CH2:5][N:6]([C:9]2[C:14]([NH:15][C:16](=[O:24])[C:17]3[CH:22]=[CH:21][CH:20]=[C:19]([Cl:23])[CH:18]=3)=[CH:13][C:12]([S:25]([CH3:28])(=[O:26])=[O:27])=[CH:11][N:10]=2)[CH2:7][CH2:8]1)(=[O:44])=[O:43])[C:35]1[CH:40]=[CH:39][CH:38]=[CH:37][CH:36]=1.